Dataset: Peptide-MHC class II binding affinity with 134,281 pairs from IEDB. Task: Regression. Given a peptide amino acid sequence and an MHC pseudo amino acid sequence, predict their binding affinity value. This is MHC class II binding data. (1) The peptide sequence is GELQIVDKIDAAFEI. The MHC is DRB1_1101 with pseudo-sequence DRB1_1101. The binding affinity (normalized) is 0.607. (2) The peptide sequence is LVGPFNFRFMSKGGM. The MHC is DRB3_0202 with pseudo-sequence DRB3_0202. The binding affinity (normalized) is 0.0766. (3) The peptide sequence is PKYVKSNRLVLATG. The MHC is DRB1_0701 with pseudo-sequence DRB1_0701. The binding affinity (normalized) is 0. (4) The peptide sequence is EKKYFAATEFEPLAA. The MHC is DRB1_1001 with pseudo-sequence DRB1_1001. The binding affinity (normalized) is 0.755.